From a dataset of Full USPTO retrosynthesis dataset with 1.9M reactions from patents (1976-2016). Predict the reactants needed to synthesize the given product. (1) Given the product [ClH:10].[OH:19][C:20]1[CH:21]=[CH:22][C:23]([CH2:26][CH2:27][CH2:28][CH2:29][NH:30][C:14]([NH:13][C:11]([C:4]2[C:3]([NH2:2])=[N:8][C:7]([NH2:9])=[C:6]([Cl:10])[N:5]=2)=[O:12])=[NH:17])=[CH:24][CH:25]=1, predict the reactants needed to synthesize it. The reactants are: I.[NH2:2][C:3]1[C:4]([C:11]([NH:13][C:14](=[NH:17])SC)=[O:12])=[N:5][C:6]([Cl:10])=[C:7]([NH2:9])[N:8]=1.Br.[OH:19][C:20]1[CH:25]=[CH:24][C:23]([CH2:26][CH2:27][CH2:28][CH2:29][NH2:30])=[CH:22][CH:21]=1. (2) Given the product [CH2:1]([N:3]1[CH2:4][CH2:5][N:6]([C:9]2[CH:10]=[C:11]([NH:12][C:34]([C:27]3[C:28]4[N:29]=[CH:30][CH:31]=[N:32][C:33]=4[C:24]([C:18]4[C:19]([CH3:23])=[CH:20][CH:21]=[CH:22][C:17]=4[CH3:16])=[CH:25][CH:26]=3)=[O:35])[CH:13]=[CH:14][CH:15]=2)[CH2:7][CH2:8]1)[CH3:2], predict the reactants needed to synthesize it. The reactants are: [CH2:1]([N:3]1[CH2:8][CH2:7][N:6]([C:9]2[CH:10]=[C:11]([CH:13]=[CH:14][CH:15]=2)[NH2:12])[CH2:5][CH2:4]1)[CH3:2].[CH3:16][C:17]1[CH:22]=[CH:21][CH:20]=[C:19]([CH3:23])[C:18]=1[C:24]1[C:33]2[N:32]=[CH:31][CH:30]=[N:29][C:28]=2[C:27]([C:34](O)=[O:35])=[CH:26][CH:25]=1.CC1C=CC=C(C)C=1B(O)O. (3) Given the product [Br:1][C:2]1[CH:3]=[C:4]([O:10][C:11]2[CH:16]=[CH:15][C:14]([F:17])=[CH:13][CH:12]=2)[C:5]([C:8]([NH2:9])=[O:18])=[N:6][CH:7]=1, predict the reactants needed to synthesize it. The reactants are: [Br:1][C:2]1[CH:3]=[C:4]([O:10][C:11]2[CH:16]=[CH:15][C:14]([F:17])=[CH:13][CH:12]=2)[C:5]([C:8]#[N:9])=[N:6][CH:7]=1.[OH-:18].[Na+]. (4) Given the product [Cl:19][C:20]1[C:27]([Cl:28])=[CH:26][CH:25]=[CH:24][C:21]=1[CH2:22][N:7]1[C:8]([CH2:10][CH2:11][C:12]([O:14][CH2:15][CH3:16])=[O:13])=[CH:9][C:5]([O:4][CH:1]([CH3:3])[CH3:2])=[N:6]1, predict the reactants needed to synthesize it. The reactants are: [CH:1]([O:4][C:5]1[CH:9]=[C:8]([CH2:10][CH2:11][C:12]([O:14][CH2:15][CH3:16])=[O:13])[NH:7][N:6]=1)([CH3:3])[CH3:2].[H-].[Na+].[Cl:19][C:20]1[C:27]([Cl:28])=[CH:26][CH:25]=[CH:24][C:21]=1[CH2:22]Cl.Cl.